This data is from Retrosynthesis with 50K atom-mapped reactions and 10 reaction types from USPTO. The task is: Predict the reactants needed to synthesize the given product. (1) The reactants are: CC(C)CCNc1nc(Cl)ncc1[N+](=O)[O-]. Given the product CC(C)CCNc1nc(Cl)ncc1N, predict the reactants needed to synthesize it. (2) Given the product CCC(C)N(OCc1ccccc1)C(=O)Nc1ccccc1, predict the reactants needed to synthesize it. The reactants are: CCC(C)Br.O=C(NOCc1ccccc1)Nc1ccccc1. (3) The reactants are: COC(=O)C(F)(c1ccc(C(F)(F)F)cc1)S(=O)(=O)CCC(F)(F)F.N. Given the product NC(=O)C(F)(c1ccc(C(F)(F)F)cc1)S(=O)(=O)CCC(F)(F)F, predict the reactants needed to synthesize it. (4) Given the product COc1cc2c(Oc3ccc4c(c3)C(C)=CC(C)(C)N4)ncnc2cc1OCCCN1CCCC1, predict the reactants needed to synthesize it. The reactants are: CC1=CC(C)(C)Nc2ccc(O)cc21.COc1cc2c(Cl)ncnc2cc1OCCCN1CCCC1. (5) Given the product CC(C)(CN)c1ccccc1[N+](=O)[O-], predict the reactants needed to synthesize it. The reactants are: CC(C)(C#N)c1ccccc1[N+](=O)[O-].